Dataset: Full USPTO retrosynthesis dataset with 1.9M reactions from patents (1976-2016). Task: Predict the reactants needed to synthesize the given product. (1) Given the product [CH3:21][N:19]1[CH:20]=[C:16]([NH:15][C:12]2[N:11]=[C:10]3[N:6]([CH2:5][C:4]4[CH:3]=[C:2]([N:25]5[CH2:30][CH2:29][O:28][CH2:27][C:26]5=[O:31])[CH:24]=[CH:23][CH:22]=4)[N:7]=[CH:8][C:9]3=[CH:14][N:13]=2)[CH:17]=[N:18]1, predict the reactants needed to synthesize it. The reactants are: I[C:2]1[CH:3]=[C:4]([CH:22]=[CH:23][CH:24]=1)[CH2:5][N:6]1[C:10]2=[N:11][C:12]([NH:15][C:16]3[CH:17]=[N:18][N:19]([CH3:21])[CH:20]=3)=[N:13][CH:14]=[C:9]2[CH:8]=[N:7]1.[NH:25]1[CH2:30][CH2:29][O:28][CH2:27][C:26]1=[O:31].P([O-])([O-])([O-])=O.[K+].[K+].[K+].CNCCNC. (2) Given the product [Cl:1][C:2]1[CH:3]=[CH:4][C:5]([S:8]([C:11]23[CH2:26][CH2:25][CH:24]([O:27][CH2:28][CH2:29][NH:30][S:40]([C:43]([F:46])([F:45])[F:44])(=[O:41])=[O:39])[CH2:23][CH:12]2[CH2:13][O:14][C:15]2[C:20]3=[C:19]([F:21])[CH:18]=[CH:17][C:16]=2[F:22])(=[O:9])=[O:10])=[CH:6][CH:7]=1, predict the reactants needed to synthesize it. The reactants are: [Cl:1][C:2]1[CH:7]=[CH:6][C:5]([S:8]([C:11]23[CH2:26][CH2:25][CH:24]([O:27][CH2:28][CH2:29][NH2:30])[CH2:23][CH:12]2[CH2:13][O:14][C:15]2[C:20]3=[C:19]([F:21])[CH:18]=[CH:17][C:16]=2[F:22])(=[O:10])=[O:9])=[CH:4][CH:3]=1.N1C(C)=CC=CC=1C.[O:39](S(C(F)(F)F)(=O)=O)[S:40]([C:43]([F:46])([F:45])[F:44])(=O)=[O:41]. (3) Given the product [Cl:11][C:6]1[C:7]2[CH:8]=[CH:9][N:12]([C@@H:13]([CH3:16])[CH2:14][OH:15])[C:2]=2[N:3]=[CH:4][N:5]=1, predict the reactants needed to synthesize it. The reactants are: Cl[C:2]1[C:7]([CH2:8][CH:9]=O)=[C:6]([Cl:11])[N:5]=[CH:4][N:3]=1.[NH2:12][C@@H:13]([CH3:16])[CH2:14][OH:15]. (4) Given the product [CH3:9][O:8][C:5]1[N:6]=[CH:7][C:2]([NH:1][CH:20]=[C:14]2[C:15](=[O:17])[O:16][C:11]([CH3:19])([CH3:10])[O:12][C:13]2=[O:18])=[CH:3][CH:4]=1, predict the reactants needed to synthesize it. The reactants are: [NH2:1][C:2]1[CH:3]=[CH:4][C:5]([O:8][CH3:9])=[N:6][CH:7]=1.[CH3:10][C:11]1([CH3:19])[O:16][C:15](=[O:17])[CH2:14][C:13](=[O:18])[O:12]1.[CH2:20](OC(OCC)OCC)C. (5) The reactants are: [OH:1][CH2:2][CH2:3][N:4]([CH3:24])[CH2:5][CH2:6][CH2:7][CH2:8][CH2:9][CH2:10][CH2:11][C:12]([NH:14][C:15]1[CH:23]=[CH:22][C:18]([C:19]([OH:21])=O)=[CH:17][CH:16]=1)=[O:13].C(N(CC)C(C)C)(C)C.O.ON1C2C=CC=CC=2N=N1.[NH2:45][CH2:46][C:47]1[C:52]([CH2:53][CH3:54])=[N:51][C:50]2[N:55]([CH2:58][CH3:59])[N:56]=[CH:57][C:49]=2[C:48]=1[NH:60][CH:61]1[CH2:66][CH2:65][O:64][CH2:63][CH2:62]1. Given the product [CH2:58]([N:55]1[C:50]2=[N:51][C:52]([CH2:53][CH3:54])=[C:47]([CH2:46][NH:45][C:19](=[O:21])[C:18]3[CH:17]=[CH:16][C:15]([NH:14][C:12](=[O:13])[CH2:11][CH2:10][CH2:9][CH2:8][CH2:7][CH2:6][CH2:5][N:4]([CH2:3][CH2:2][OH:1])[CH3:24])=[CH:23][CH:22]=3)[C:48]([NH:60][CH:61]3[CH2:62][CH2:63][O:64][CH2:65][CH2:66]3)=[C:49]2[CH:57]=[N:56]1)[CH3:59], predict the reactants needed to synthesize it. (6) The reactants are: [NH2:1][CH:2]1[CH2:7][CH2:6][CH2:5][CH2:4][C:3]1=[O:8].[CH3:9][S:10][C:11]1[CH:19]=[C:18]([C:20]([F:23])([F:22])[F:21])[CH:17]=[CH:16][C:12]=1[C:13](O)=[O:14]. Given the product [CH3:9][S:10][C:11]1[CH:19]=[C:18]([C:20]([F:21])([F:22])[F:23])[CH:17]=[CH:16][C:12]=1[C:13]([NH:1][CH:2]1[CH2:7][CH2:6][CH2:5][CH2:4][C:3]1=[O:8])=[O:14], predict the reactants needed to synthesize it. (7) The reactants are: [CH3:1][O:2][C:3](=[O:23])[C:4]([NH:19][C:20](=O)C)=[CH:5][C:6]1[CH:11]=[CH:10][CH:9]=[C:8]([F:12])[C:7]=1C1OCCCO1.C1(C)C=CC(S([O-])(=O)=O)=CC=1.[NH+]1C=CC=CC=1. Given the product [CH3:1][O:2][C:3]([C:4]1[N:19]=[CH:20][C:7]2[C:6]([CH:5]=1)=[CH:11][CH:10]=[CH:9][C:8]=2[F:12])=[O:23], predict the reactants needed to synthesize it.